The task is: Regression/Classification. Given a drug SMILES string, predict its absorption, distribution, metabolism, or excretion properties. Task type varies by dataset: regression for continuous measurements (e.g., permeability, clearance, half-life) or binary classification for categorical outcomes (e.g., BBB penetration, CYP inhibition). Dataset: cyp3a4_veith.. This data is from CYP3A4 inhibition data for predicting drug metabolism from PubChem BioAssay. (1) The compound is Cc1ccc(-c2ccc(=O)n(CC(=O)N3CCN(c4cccc(C)c4)C(C)C3)n2)cc1. The result is 1 (inhibitor). (2) The molecule is CN1[C@H]2CC[C@@H]1CC(O)C2. The result is 0 (non-inhibitor). (3) The molecule is O=C(Nc1ccccc1)N1CCC2(CC1)CCN(C(=O)c1csnn1)CC2. The result is 0 (non-inhibitor). (4) The compound is CC(C)[N+](C)(CCOC(=O)C1c2ccccc2Oc2ccccc21)C(C)C. The result is 0 (non-inhibitor). (5) The compound is O=C(c1csnn1)N1CCC2(CCN(Cc3ccccc3)CC2)CC1. The result is 0 (non-inhibitor). (6) The result is 0 (non-inhibitor). The compound is COc1ccccc1NC(=S)NC(=O)c1ccc(-c2ccc(Cl)cc2)o1. (7) The drug is COCCn1c(=O)c(-c2cccs2)nc2cnc(Oc3ccc(OC)cc3)nc21. The result is 1 (inhibitor). (8) The compound is Cc1c(C(=O)NN2CCOCC2)nn(-c2ccc(Cl)cc2Cl)c1-c1ccc(I)cc1. The result is 0 (non-inhibitor).